This data is from Forward reaction prediction with 1.9M reactions from USPTO patents (1976-2016). The task is: Predict the product of the given reaction. (1) Given the reactants [F:1][C:2]([F:35])([F:34])[C:3]1[CH:4]=[C:5]([CH:27]=[C:28]([C:30]([F:33])([F:32])[F:31])[CH:29]=1)[CH2:6][N:7]1[C:13](=[O:14])[C:12]2[C:15]([C:20]3[CH:25]=[CH:24][CH:23]=[CH:22][C:21]=3[CH3:26])=[CH:16][C:17](Cl)=[N:18][C:11]=2[O:10][CH2:9][CH2:8]1.[N:36]1([CH:41]2[CH2:46][CH2:45][NH:44][CH2:43][CH2:42]2)[CH2:40][CH2:39][CH2:38][CH2:37]1, predict the reaction product. The product is: [F:1][C:2]([F:35])([F:34])[C:3]1[CH:4]=[C:5]([CH:27]=[C:28]([C:30]([F:33])([F:32])[F:31])[CH:29]=1)[CH2:6][N:7]1[C:13](=[O:14])[C:12]2[C:15]([C:20]3[CH:25]=[CH:24][CH:23]=[CH:22][C:21]=3[CH3:26])=[CH:16][C:17]([N:44]3[CH2:45][CH2:46][CH:41]([N:36]4[CH2:40][CH2:39][CH2:38][CH2:37]4)[CH2:42][CH2:43]3)=[N:18][C:11]=2[O:10][CH2:9][CH2:8]1. (2) Given the reactants [Cl:1][C:2]1[N:7]=[C:6]([C:8]([N:10]([O:12][CH3:13])[CH3:11])=[O:9])[CH:5]=[C:4]([NH:14][CH3:15])[N:3]=1.C1C(=O)N([Br:23])C(=O)C1, predict the reaction product. The product is: [Br:23][C:5]1[C:6]([C:8]([N:10]([O:12][CH3:13])[CH3:11])=[O:9])=[N:7][C:2]([Cl:1])=[N:3][C:4]=1[NH:14][CH3:15]. (3) Given the reactants [C@H:1]12[CH2:6][C@H:5]1[CH2:4][NH:3][C@@H:2]2[CH2:7][NH:8][C:9]([C:11]1[N:18]2[C:14]([S:15][CH:16]=[CH:17]2)=[N:13][C:12]=1[CH3:19])=[O:10].[C:20]1([C:29]2[CH:34]=[CH:33][CH:32]=[CH:31][CH:30]=2)[C:21]([C:26](O)=[O:27])=[CH:22][CH:23]=[CH:24][CH:25]=1, predict the reaction product. The product is: [C:20]1([C:29]2[CH:34]=[CH:33][CH:32]=[CH:31][CH:30]=2)[C:21]([C:26]([N:3]2[CH2:4][C@H:5]3[C@H:1]([CH2:6]3)[C@H:2]2[CH2:7][NH:8][C:9]([C:11]2[N:18]3[C:14]([S:15][CH:16]=[CH:17]3)=[N:13][C:12]=2[CH3:19])=[O:10])=[O:27])=[CH:22][CH:23]=[CH:24][CH:25]=1. (4) Given the reactants [Cl:1][C:2]1[CH:36]=[CH:35][C:34]([F:37])=[CH:33][C:3]=1[CH2:4][N:5]1[C:13]2[C:12](=[O:14])[N:11]([CH3:15])[C:10](=S)[NH:9][C:8]=2[C:7]([C:17]#[N:18])=[C:6]1[N:19]1[CH2:24][CH2:23][CH2:22][C@@H:21]([NH:25][C:26](=[O:32])[O:27][C:28]([CH3:31])([CH3:30])[CH3:29])[CH2:20]1.C(O)(=O)C.O.OO, predict the reaction product. The product is: [Cl:1][C:2]1[CH:36]=[CH:35][C:34]([F:37])=[CH:33][C:3]=1[CH2:4][N:5]1[C:13]2[C:12](=[O:14])[N:11]([CH3:15])[CH:10]=[N:9][C:8]=2[C:7]([C:17]#[N:18])=[C:6]1[N:19]1[CH2:24][CH2:23][CH2:22][C@@H:21]([NH:25][C:26](=[O:32])[O:27][C:28]([CH3:31])([CH3:30])[CH3:29])[CH2:20]1. (5) The product is: [CH2:26]([N:5]1[C:4]([C:1]([NH2:2])=[O:3])=[N:12][C:11]2[C:6]1=[N:7][CH:8]=[N:9][C:10]=2[NH:13][C@H:14]1[CH2:18][CH2:17][NH:16][CH2:15]1)[CH3:27].[C:30]([OH:32])([C:29]([F:34])([F:33])[F:28])=[O:31]. Given the reactants [C:1]([C:4]1[N:5]([CH2:26][CH3:27])[C:6]2[C:11]([N:12]=1)=[C:10]([NH:13][C@H:14]1[CH2:18][CH2:17][N:16](C(OC(C)(C)C)=O)[CH2:15]1)[N:9]=[CH:8][N:7]=2)(=[O:3])[NH2:2].[F:28][C:29]([F:34])([F:33])[C:30]([OH:32])=[O:31], predict the reaction product. (6) Given the reactants C[O:2][C:3]1[CH:4]=[N:5][CH:6]=[C:7]([S:9][CH3:10])[CH:8]=1.Cl.[NH+]1C=CC=CC=1.[Cl-].[NH4+].Cl, predict the reaction product. The product is: [CH3:10][S:9][C:7]1[CH:8]=[C:3]([OH:2])[CH:4]=[N:5][CH:6]=1. (7) The product is: [ClH:11].[N:14]1([C:12]([O:7][CH2:6][C:5]2[CH:8]=[CH:9][C:2]([Br:1])=[CH:3][C:4]=2[F:10])=[O:13])[CH2:19][CH2:18][NH:17][CH2:16][CH2:15]1. Given the reactants [Br:1][C:2]1[CH:9]=[CH:8][C:5]([CH2:6][OH:7])=[C:4]([F:10])[CH:3]=1.[Cl:11][C:12]([N:14]1[CH2:19][CH2:18][N:17](C(OC(C)(C)C)=O)[CH2:16][CH2:15]1)=[O:13], predict the reaction product. (8) Given the reactants [CH2:1]([O:8][C:9](=[O:33])[NH:10][C@@H:11]1[C@@H:16]([C:17]2[CH:22]=[C:21]([F:23])[C:20]([F:24])=[CH:19][C:18]=2[F:25])[CH2:15][CH2:14][N:13]([C:26]2[N:27]=[N:28][C:29](Cl)=[CH:30][CH:31]=2)[CH2:12]1)[C:2]1[CH:7]=[CH:6][CH:5]=[CH:4][CH:3]=1.[F:34][C:35]1[CH:40]=[CH:39][C:38](B(O)O)=[CH:37][CH:36]=1.C(=O)([O-])[O-].[Na+].[Na+], predict the reaction product. The product is: [CH2:1]([O:8][C:9](=[O:33])[NH:10][C@@H:11]1[C@@H:16]([C:17]2[CH:22]=[C:21]([F:23])[C:20]([F:24])=[CH:19][C:18]=2[F:25])[CH2:15][CH2:14][N:13]([C:26]2[N:27]=[N:28][C:29]([C:38]3[CH:39]=[CH:40][C:35]([F:34])=[CH:36][CH:37]=3)=[CH:30][CH:31]=2)[CH2:12]1)[C:2]1[CH:7]=[CH:6][CH:5]=[CH:4][CH:3]=1. (9) Given the reactants C1(SC2C3C=CC=CC=3SC=2I)C=CC=CC=1.[C:18]1([S:24][C:25]2[C:26]3[CH:38]=[C:37]4[C:32]([CH:33]=[CH:34][CH:35]=[CH:36]4)=[CH:31][C:27]=3[S:28][C:29]=2I)[CH:23]=[CH:22][CH:21]=[CH:20][CH:19]=1, predict the reaction product. The product is: [CH:23]1[C:18]2[S:24][C:25]3[C:26]4[CH:38]=[C:37]5[C:32]([CH:33]=[CH:34][CH:35]=[CH:36]5)=[CH:31][C:27]=4[S:28][C:29]=3[C:19]=2[CH:20]=[CH:21][CH:22]=1. (10) Given the reactants [I-].[CH2:2]([N+:6]1[C:10]([CH3:11])=[CH:9][S:8][C:7]=1[CH3:12])[CH2:3][CH2:4][CH3:5].[Cl:13][C:14]1[CH:15]=[CH:16][C:17]([F:23])=[C:18]([CH:22]=1)[C:19](Cl)=[O:20], predict the reaction product. The product is: [CH2:2]([N:6]1[C:10]([CH3:11])=[CH:9][S:8]/[C:7]/1=[CH:12]\[C:19]([C:18]1[CH:22]=[C:14]([Cl:13])[CH:15]=[CH:16][C:17]=1[F:23])=[O:20])[CH2:3][CH2:4][CH3:5].